From a dataset of Catalyst prediction with 721,799 reactions and 888 catalyst types from USPTO. Predict which catalyst facilitates the given reaction. (1) The catalyst class is: 1. Reactant: Br[C:2]1[CH:7]=[CH:6][C:5]([Br:8])=[CH:4][CH:3]=1.[Li]CCCC.CCCCCC.[CH2:20]([CH:23]1[CH2:28][CH2:27][C:26](=[O:29])[CH2:25][CH2:24]1)[CH2:21][CH3:22].O. Product: [Br:8][C:5]1[CH:6]=[CH:7][C:2]([C:26]2([OH:29])[CH2:27][CH2:28][CH:23]([CH2:20][CH2:21][CH3:22])[CH2:24][CH2:25]2)=[CH:3][CH:4]=1. (2) Reactant: [CH3:1][C@@H:2]1[N:13]([CH3:14])[C:12](=[O:15])[C@H:11]([CH2:16][C:17]([O:19]C(C)(C)C)=O)[CH2:10][CH2:9][CH2:8][CH2:7][CH2:6][C:5](=[O:24])[O:4][C@@H:3]1[C:25]1[CH:30]=[CH:29][CH:28]=[CH:27][CH:26]=1.FC(F)(F)C(O)=O.C[C@@H]1N(C)C(=O)[C@H](CC(O)=O)CCCCCC(=O)O[C@@H]1C1C=CC=CC=1.[Cl:64][C:65]1[CH:70]=[CH:69][C:68]([CH2:71][NH2:72])=[CH:67][CH:66]=1. Product: [Cl:64][C:65]1[CH:70]=[CH:69][C:68]([CH2:71][NH:72][C:17](=[O:19])[CH2:16][C@@H:11]2[CH2:10][CH2:9][CH2:8][CH2:7][CH2:6][C:5](=[O:24])[O:4][C@H:3]([C:25]3[CH:26]=[CH:27][CH:28]=[CH:29][CH:30]=3)[C@H:2]([CH3:1])[N:13]([CH3:14])[C:12]2=[O:15])=[CH:67][CH:66]=1. The catalyst class is: 512.